Dataset: Catalyst prediction with 721,799 reactions and 888 catalyst types from USPTO. Task: Predict which catalyst facilitates the given reaction. (1) Reactant: Cl[C:2]1[N:7]=[C:6]([CH2:8][CH2:9][C:10]2[CH:15]=[CH:14][CH:13]=[CH:12][C:11]=2[C:16]2([C:19]([NH2:21])=[O:20])[CH2:18][CH2:17]2)[C:5]([Cl:22])=[CH:4][N:3]=1.[NH2:23][C:24]1[C:25]([CH3:36])=[N:26][N:27](C(OC(C)(C)C)=O)[CH:28]=1.NC1C=NN(C(OC(C)(C)C)=O)C=1C.O.C1(C)C=CC(S(O)(=O)=O)=CC=1. Product: [Cl:22][C:5]1[C:6]([CH2:8][CH2:9][C:10]2[CH:15]=[CH:14][CH:13]=[CH:12][C:11]=2[C:16]2([C:19]([NH2:21])=[O:20])[CH2:18][CH2:17]2)=[N:7][C:2]([NH:23][C:24]2[C:25]([CH3:36])=[N:26][NH:27][CH:28]=2)=[N:3][CH:4]=1. The catalyst class is: 12. (2) The catalyst class is: 12. Reactant: C(OC([N:8]([CH2:48][C:49]1[CH:54]=[CH:53][CH:52]=[C:51]([CH2:55][CH3:56])[CH:50]=1)[CH2:9][C@@H:10]([OH:47])[C@@H:11]([NH:21][C:22](=[O:46])[CH:23]([CH2:35][S:36]([CH:39]([CH2:43][CH2:44][CH3:45])[CH2:40][CH2:41][CH3:42])(=[O:38])=[O:37])[NH:24][C:25](=[O:34])[C:26]1[CH:31]=[CH:30][C:29]([O:32][CH3:33])=[CH:28][CH:27]=1)[CH2:12][C:13]1[CH:18]=[C:17]([F:19])[CH:16]=[C:15]([F:20])[CH:14]=1)=O)(C)(C)C.[ClH:57]. Product: [ClH:57].[F:20][C:15]1[CH:14]=[C:13]([CH:18]=[C:17]([F:19])[CH:16]=1)[CH2:12][C@H:11]([NH:21][C:22](=[O:46])[CH:23]([CH2:35][S:36]([CH:39]([CH2:43][CH2:44][CH3:45])[CH2:40][CH2:41][CH3:42])(=[O:37])=[O:38])[NH:24][C:25](=[O:34])[C:26]1[CH:27]=[CH:28][C:29]([O:32][CH3:33])=[CH:30][CH:31]=1)[C@H:10]([OH:47])[CH2:9][NH:8][CH2:48][C:49]1[CH:54]=[CH:53][CH:52]=[C:51]([CH2:55][CH3:56])[CH:50]=1. (3) Reactant: [CH:1]1([CH2:6][CH:7]([C:20]2[CH:25]=[CH:24][C:23]([S:26]([CH3:29])(=[O:28])=[O:27])=[CH:22][CH:21]=2)[C:8]([NH:10][CH2:11][C:12](=O)[C:13]2[CH:18]=[CH:17][CH:16]=[CH:15][N:14]=2)=O)[CH2:5][CH2:4][CH2:3][CH2:2]1.C([O-])(=O)C.[NH4+:34]. Product: [CH:1]1([CH2:6][CH:7]([C:8]2[NH:34][C:12]([C:13]3[CH:18]=[CH:17][CH:16]=[CH:15][N:14]=3)=[CH:11][N:10]=2)[C:20]2[CH:25]=[CH:24][C:23]([S:26]([CH3:29])(=[O:28])=[O:27])=[CH:22][CH:21]=2)[CH2:5][CH2:4][CH2:3][CH2:2]1. The catalyst class is: 15. (4) Reactant: [H-].[Na+].[CH:3]1([OH:10])[CH2:8][CH2:7][CH:6]([OH:9])[CH2:5][CH2:4]1.Cl.Cl[C:13]1[CH:18]=[CH:17][N:16]=[CH:15][CH:14]=1. Product: [N:16]1[CH:17]=[CH:18][C:13]([O:9][CH:6]2[CH2:7][CH2:8][CH:3]([OH:10])[CH2:4][CH2:5]2)=[CH:14][CH:15]=1. The catalyst class is: 58.